Dataset: Full USPTO retrosynthesis dataset with 1.9M reactions from patents (1976-2016). Task: Predict the reactants needed to synthesize the given product. (1) Given the product [Si:13]([O:12][CH2:11][CH2:10][S:8][C:4]1[CH:3]=[C:2]([N:35]([C:44]([O:46][C:47]([CH3:50])([CH3:49])[CH3:48])=[O:45])[NH:36][C:37]([O:39][C:40]([CH3:41])([CH3:42])[CH3:43])=[O:38])[CH:7]=[CH:6][CH:5]=1)([C:33]([CH3:32])([CH3:34])[CH3:24])([CH3:15])[CH3:14], predict the reactants needed to synthesize it. The reactants are: Br[C:2]1[CH:3]=[C:4]([SH:8])[CH:5]=[CH:6][CH:7]=1.Br[CH2:10][CH2:11][O:12][Si:13](O[Si:13]([CH3:15])([CH3:14])[O:12][CH2:11][CH2:10]Br)([CH3:15])[CH3:14].[C:24](=O)([O-])[O-].[K+].[K+].[Li]C[CH2:32][CH2:33][CH3:34].[N:35]([C:44]([O:46][C:47]([CH3:50])([CH3:49])[CH3:48])=[O:45])=[N:36][C:37]([O:39][C:40]([CH3:43])([CH3:42])[CH3:41])=[O:38]. (2) The reactants are: [CH3:1][CH2:2][C@H:3]([NH:10][C:11]([C:13]1[C:22]([OH:23])=[C:21]([C:24]2[CH:25]=[CH:26][CH:27]=[CH:28][CH:29]=2)[N:20]=[C:19]2[C:14]=1[CH:15]=[CH:16][CH:17]=[CH:18]2)=[O:12])[C:4]1[CH:5]=[CH:6][CH:7]=[CH:8][CH:9]=1.Cl.C(O)C. Given the product [CH3:1][CH2:2][C@H:3]([NH:10][C:11]([C:13]1[C:22]([OH:23])=[C:21]([C:24]2[CH:29]=[CH:28][CH:27]=[CH:26][CH:25]=2)[N:20]=[C:19]2[C:14]=1[CH:15]=[CH:16][CH:17]=[CH:18]2)=[O:12])[C:4]1[CH:5]=[CH:6][CH:7]=[CH:8][CH:9]=1, predict the reactants needed to synthesize it. (3) Given the product [CH2:1]([NH:5][C@:6]12[CH2:41][CH2:40][C@@H:39]([C:42]([CH3:44])=[CH2:43])[C@@H:7]1[C@@H:8]1[C@@:21]([CH3:24])([CH2:22][CH2:23]2)[C@@:20]2([CH3:25])[C@@H:11]([C@:12]3([CH3:38])[C@@H:17]([CH2:18][CH2:19]2)[C:16]([CH3:26])([CH3:27])[C:15]([C:28]2[CH:29]=[CH:30][C:31]([C:32]([OH:34])=[O:33])=[CH:36][CH:37]=2)=[CH:14][CH2:13]3)[CH2:10][CH2:9]1)[CH:2]([CH3:4])[CH3:3], predict the reactants needed to synthesize it. The reactants are: [CH2:1]([NH:5][C@:6]12[CH2:41][CH2:40][C@@H:39]([C:42]([CH3:44])=[CH2:43])[C@@H:7]1[C@@H:8]1[C@@:21]([CH3:24])([CH2:22][CH2:23]2)[C@@:20]2([CH3:25])[C@@H:11]([C@:12]3([CH3:38])[C@@H:17]([CH2:18][CH2:19]2)[C:16]([CH3:27])([CH3:26])[C:15]([C:28]2[CH:37]=[CH:36][C:31]([C:32]([O:34]C)=[O:33])=[CH:30][CH:29]=2)=[CH:14][CH2:13]3)[CH2:10][CH2:9]1)[CH:2]([CH3:4])[CH3:3].C(=O)([O-])[O-].[K+].[K+].C(I)C(C)C.